From a dataset of Retrosynthesis with 50K atom-mapped reactions and 10 reaction types from USPTO. Predict the reactants needed to synthesize the given product. (1) Given the product CCCc1nc2cnc3ccccc3c2n1CCC(N)=O, predict the reactants needed to synthesize it. The reactants are: CCCc1nc2cnc3ccccc3c2n1CCC(=O)OCC.[NH4+]. (2) The reactants are: COc1ccc(CN2C(=O)[C@H]3CCC[C@H]3N(C(=O)CN3C(=O)c4ccccc4C3=O)c3ccccc32)cc1. Given the product O=C1Nc2ccccc2N(C(=O)CN2C(=O)c3ccccc3C2=O)[C@@H]2CCC[C@H]12, predict the reactants needed to synthesize it. (3) Given the product C[C@H](N)CNC(=O)OC(C)(C)C, predict the reactants needed to synthesize it. The reactants are: CC(C)(C)OC(=O)OC(=O)OC(C)(C)C.CC(N)CN. (4) The reactants are: NC(=O)c1c(Cl)cncc1Cl. Given the product N#Cc1c(Cl)cncc1Cl, predict the reactants needed to synthesize it. (5) Given the product OC(c1ccc(Cl)cc1Cl)C1CC1(F)F, predict the reactants needed to synthesize it. The reactants are: O=C(c1ccc(Cl)cc1Cl)C1CC1(F)F.